This data is from Reaction yield outcomes from USPTO patents with 853,638 reactions. The task is: Predict the reaction yield, written as a fraction of the theoretical maximum amount of product (1.0 means a 100% yield; for example, 0.34 means a 34% yield). The reactants are [CH:1]1[C:13]2[N:12]([C:14]3[CH:19]=[CH:18][CH:17]=[C:16]([CH2:20][N:21]([CH3:26])[CH2:22][CH2:23][NH:24][CH3:25])[C:15]=3[OH:27])[C:11]3[C:6](=[CH:7][CH:8]=[CH:9][CH:10]=3)[C:5]=2[CH:4]=[CH:3][CH:2]=1.Br[CH2:29][C:30]1[CH:35]=[C:34]([Br:36])[CH:33]=[C:32]([Br:37])[C:31]=1[OH:38].C(N(CC)CC)C. The catalyst is C1COCC1. The product is [CH:1]1[C:13]2[N:12]([C:14]3[C:15]([OH:27])=[C:16]([CH:17]=[CH:18][CH:19]=3)[CH2:20][N:21]([CH3:26])[CH2:22][CH2:23][N:24]([CH2:29][C:30]3[CH:35]=[C:34]([Br:36])[CH:33]=[C:32]([Br:37])[C:31]=3[OH:38])[CH3:25])[C:11]3[C:6](=[CH:7][CH:8]=[CH:9][CH:10]=3)[C:5]=2[CH:4]=[CH:3][CH:2]=1. The yield is 0.570.